From a dataset of Full USPTO retrosynthesis dataset with 1.9M reactions from patents (1976-2016). Predict the reactants needed to synthesize the given product. (1) Given the product [OH:34][CH2:33][CH2:32][O:31][C:30]1[CH:35]=[C:36]([NH:38][CH:39]([C:40]2[CH:48]=[C:43]3[CH:44]=[CH:45][CH:46]=[CH:47][N:42]3[N:41]=2)[C:8]([C:10]2[C:18]3[C:13](=[CH:14][CH:15]=[CH:16][CH:17]=3)[NH:12][CH:11]=2)=[O:9])[CH:37]=[C:28]([O:27][CH3:26])[CH:29]=1, predict the reactants needed to synthesize it. The reactants are: C(N(CC)CC)C.[CH:8]([C:10]1[C:18]2[C:13](=[CH:14][CH:15]=[CH:16][CH:17]=2)[N:12](C(OC(C)(C)C)=O)[CH:11]=1)=[O:9].[CH3:26][O:27][C:28]1[CH:29]=[C:30]([CH:35]=[C:36]([N:38]=[CH:39][C:40]2[CH:48]=[C:43]3[CH:44]=[CH:45][CH:46]=[CH:47][N:42]3[N:41]=2)[CH:37]=1)[O:31][CH2:32][CH2:33][OH:34]. (2) Given the product [CH3:1][O:2][C:3](=[O:37])[CH2:4][CH2:5][CH:6]1[CH:13]2[CH:9]([O:10][CH:11]([CH:14]=[CH:15][C:16]3[CH:17]=[CH:18][CH:19]=[CH:20][CH:21]=3)[O:12]2)[CH:8]([N:22]2[CH:30]=[N:29][C:28]3[C:23]2=[N:24][CH:25]=[N:26][C:27]=3[NH:31][C:32]([NH:34][CH2:35][CH3:36])=[O:33])[O:7]1, predict the reactants needed to synthesize it. The reactants are: [CH3:1][O:2][C:3](=[O:37])[CH:4]=[CH:5][CH:6]1[CH:13]2[CH:9]([O:10][CH:11]([CH:14]=[CH:15][C:16]3[CH:21]=[CH:20][CH:19]=[CH:18][CH:17]=3)[O:12]2)[CH:8]([N:22]2[CH:30]=[N:29][C:28]3[C:23]2=[N:24][CH:25]=[N:26][C:27]=3[NH:31][C:32]([NH:34][CH2:35][CH3:36])=[O:33])[O:7]1.[BH4-].[Na+]. (3) Given the product [C:33]([N:16]1[CH2:17][CH2:18][C@H:14]([O:13][C:11]2[C:12]3[C:7](=[CH:6][CH:5]=[CH:4][C:3]=3[Cl:2])[CH:8]=[C:9]([C:19]3[NH:23][C:22](=[O:24])[NH:21][N:20]=3)[N:10]=2)[CH2:15]1)(=[O:36])[CH:34]=[CH2:35], predict the reactants needed to synthesize it. The reactants are: Cl.[Cl:2][C:3]1[CH:4]=[CH:5][CH:6]=[C:7]2[C:12]=1[C:11]([O:13][C@H:14]1[CH2:18][CH2:17][NH:16][CH2:15]1)=[N:10][C:9]([C:19]1[NH:23][C:22](=[O:24])[NH:21][N:20]=1)=[CH:8]2.CC1C=CC=C(C)N=1.[C:33](Cl)(=[O:36])[CH:34]=[CH2:35]. (4) Given the product [Cl:1][C:2]1[CH:7]=[CH:6][C:5]([C@@H:8]([C:19]2[CH:20]=[CH:21][C:22]([CH:25]3[CH2:26][CH2:27][N:28]([S:32]([NH2:35])(=[O:34])=[O:33])[CH2:29][CH2:30]3)=[CH:23][CH:24]=2)[CH2:9][C:10]([C:12]2[CH:17]=[CH:16][N:15]=[C:14]([CH3:18])[CH:13]=2)=[O:11])=[C:4]([CH3:31])[CH:3]=1, predict the reactants needed to synthesize it. The reactants are: [Cl:1][C:2]1[CH:7]=[CH:6][C:5]([C@@H:8]([C:19]2[CH:24]=[CH:23][C:22]([CH:25]3[CH2:30][CH2:29][NH:28][CH2:27][CH2:26]3)=[CH:21][CH:20]=2)[CH2:9][C:10]([C:12]2[CH:17]=[CH:16][N:15]=[C:14]([CH3:18])[CH:13]=2)=[O:11])=[C:4]([CH3:31])[CH:3]=1.[S:32](N)([NH2:35])(=[O:34])=[O:33]. (5) Given the product [F:1][C:2]1[CH:7]=[CH:6][C:5]([C:8]2[N:12]([CH3:13])[N:11]=[CH:10][C:9]=2/[CH:14]=[CH:15]/[C:16]([NH:18][C:19]2[CH:20]=[CH:21][C:22]([CH2:23][C:24]3[S:25][CH:26]=[C:27]([C:29]([NH2:37])=[O:31])[N:28]=3)=[CH:32][CH:33]=2)=[O:17])=[CH:4][CH:3]=1, predict the reactants needed to synthesize it. The reactants are: [F:1][C:2]1[CH:7]=[CH:6][C:5]([C:8]2[N:12]([CH3:13])[N:11]=[CH:10][C:9]=2/[CH:14]=[CH:15]/[C:16]([NH:18][C:19]2[CH:33]=[CH:32][C:22]([CH2:23][C:24]3[S:25][CH:26]=[C:27]([C:29]([OH:31])=O)[N:28]=3)=[CH:21][CH:20]=2)=[O:17])=[CH:4][CH:3]=1.Cl.C([N:37]=C=NCCCN(C)C)C.CN(C)C=O. (6) Given the product [CH3:11][C:10]([OH:13])([CH2:3][CH:2]([C:4]1[CH:9]=[CH:8][CH:7]=[CH:6][CH:5]=1)[CH3:1])[CH3:12], predict the reactants needed to synthesize it. The reactants are: [CH3:1][C:2]([C:4]1[CH:9]=[CH:8][CH:7]=[CH:6][CH:5]=1)=[CH2:3].[CH:10]([OH:13])([CH3:12])[CH3:11]. (7) Given the product [NH2:14][C:15]1[C:16](=[O:27])[O:17][C:18]([C:21]2[CH:22]=[N:23][CH:24]=[CH:25][CH:26]=2)=[CH:19][CH:20]=1.[O:27]=[C:16]1[C:15]([NH:14][C:4]([CH:1]2[CH2:3][CH2:2]2)=[O:5])=[CH:20][CH:19]=[C:18]([C:21]2[CH:22]=[N:23][CH:24]=[CH:25][CH:26]=2)[O:17]1, predict the reactants needed to synthesize it. The reactants are: [CH:1]1([C:4](Cl)=[O:5])[CH2:3][CH2:2]1.C(N(CC)CC)C.[NH2:14][C:15]1[C:16](=[O:27])[O:17][C:18]([C:21]2[CH:22]=[N:23][CH:24]=[CH:25][CH:26]=2)=[CH:19][CH:20]=1. (8) Given the product [CH3:1][O:2][C:3]1[CH:12]=[C:11]([NH:13][CH2:14][CH2:15][C:25](=[CH:26][CH2:27][CH2:28][CH3:29])[C:24]([NH2:19])=[O:30])[C:10]2[C:5](=[CH:6][CH:7]=[CH:8][CH:9]=2)[N:4]=1, predict the reactants needed to synthesize it. The reactants are: [CH3:1][O:2][C:3]1[CH:12]=[C:11]([NH:13][CH2:14][CH2:15]N)[C:10]2[C:5](=[CH:6][CH:7]=[CH:8][CH:9]=2)[N:4]=1.C([N:19](CC)CC)C.[C:24](Cl)(=[O:30])/[CH:25]=[CH:26]/[CH2:27][CH2:28][CH3:29].